Dataset: Forward reaction prediction with 1.9M reactions from USPTO patents (1976-2016). Task: Predict the product of the given reaction. (1) Given the reactants [Br:1][C:2]1[CH:7]=[C:6]([N+:8]([O-])=O)[CH:5]=[C:4]([CH3:11])[CH:3]=1.[NH4+].[Cl-].Cl.O1CCOCC1, predict the reaction product. The product is: [Br:1][C:2]1[CH:7]=[C:6]([CH:5]=[C:4]([CH3:11])[CH:3]=1)[NH2:8]. (2) Given the reactants [CH3:1][C:2]1[CH:7]=[CH:6][C:5]([S:8]([O:11][C@H:12]([CH2:22][O:23][C@@H:24]([C@H:44]2[O:48][N:47]=[C:46]([C:49]#[CH:50])[CH2:45]2)[CH2:25][O:26][Si](C2C=CC=CC=2)(C2C=CC=CC=2)C(C)(C)C)[CH2:13][O:14][CH2:15][C:16]2[CH:21]=[CH:20][CH:19]=[CH:18][CH:17]=2)(=[O:10])=[O:9])=[CH:4][CH:3]=1.C(O)(=O)C.CCCC[N+](CCCC)(CCCC)CCCC.[F-], predict the reaction product. The product is: [CH3:1][C:2]1[CH:7]=[CH:6][C:5]([S:8]([O:11][C@H:12]([CH2:22][O:23][C@@H:24]([C@H:44]2[O:48][N:47]=[C:46]([C:49]#[CH:50])[CH2:45]2)[CH2:25][OH:26])[CH2:13][O:14][CH2:15][C:16]2[CH:21]=[CH:20][CH:19]=[CH:18][CH:17]=2)(=[O:10])=[O:9])=[CH:4][CH:3]=1. (3) Given the reactants Cl[C:2]1[N:7]=[CH:6][N:5]=[C:4]([NH:8][C:9]2[CH:10]=[CH:11][CH:12]=[C:13]3[C:18]=2[CH:17]=[C:16]([OH:19])[CH:15]=[CH:14]3)[CH:3]=1.[F:20][C:21]1[CH:26]=[CH:25][C:24]([CH:27]([N:29]2[CH2:34][CH2:33][NH:32][CH2:31][CH2:30]2)[CH3:28])=[CH:23][CH:22]=1.C(N(CC)C(C)C)(C)C, predict the reaction product. The product is: [F:20][C:21]1[CH:26]=[CH:25][C:24]([CH:27]([N:29]2[CH2:30][CH2:31][N:32]([C:2]3[N:7]=[CH:6][N:5]=[C:4]([NH:8][C:9]4[CH:10]=[CH:11][CH:12]=[C:13]5[C:18]=4[CH:17]=[C:16]([OH:19])[CH:15]=[CH:14]5)[CH:3]=3)[CH2:33][CH2:34]2)[CH3:28])=[CH:23][CH:22]=1. (4) Given the reactants [OH:1][C:2]1[CH:3]=[C:4]([CH:9]=[CH:10][C:11]=1[N+:12]([O-])=O)[C:5]([O:7][CH3:8])=[O:6].[H][H].O.[C:18](OC(=O)C)(=[O:20])[CH3:19], predict the reaction product. The product is: [C:18]([NH:12][C:11]1[CH:10]=[CH:9][C:4]([C:5]([O:7][CH3:8])=[O:6])=[CH:3][C:2]=1[OH:1])(=[O:20])[CH3:19]. (5) Given the reactants [CH2:1]([C:4]1[CH:9]=[CH:8][N:7]=[C:6]([NH2:10])[CH:5]=1)[CH2:2][CH3:3].[Br:11]Br.C(=O)([O-])O.[Na+], predict the reaction product. The product is: [Br:11][C:9]1[C:4]([CH2:1][CH2:2][CH3:3])=[CH:5][C:6]([NH2:10])=[N:7][CH:8]=1. (6) Given the reactants C(C1N=[C:7]([N:22]2[CH2:27][CH2:26][O:25][CH2:24]C2)[C:8]2N=NN(CC3C=CC=CC=3Cl)[C:9]=2N=1)(C)(C)C.[C:28]([C:32]1[N:33]=[C:34](Cl)[C:35]2[N:40]=[N:39][N:38]([CH2:41][C:42]3[CH:47]=[CH:46][CH:45]=[CH:44][C:43]=3[Cl:48])[C:36]=2[N:37]=1)([CH3:31])([CH3:30])[CH3:29].C(O)(=O)C(O)=O.C1C2(CCCN2)CO1, predict the reaction product. The product is: [C:28]([C:32]1[N:33]=[C:34]([N:22]2[CH2:7][CH2:8][CH2:9][C:27]32[CH2:24][O:25][CH2:26]3)[C:35]2[N:40]=[N:39][N:38]([CH2:41][C:42]3[CH:47]=[CH:46][CH:45]=[CH:44][C:43]=3[Cl:48])[C:36]=2[N:37]=1)([CH3:31])([CH3:30])[CH3:29]. (7) Given the reactants [NH2:1][C:2]1[N:3]=[CH:4][C:5]2[C:11](=[O:12])[N:10]([C:13]3[CH:18]=[C:17]([C:19]4[C:24]([CH3:25])=[CH:23][C:22]([CH3:26])=[CH:21][N:20]=4)[C:16]([Cl:27])=[CH:15][N:14]=3)[CH2:9][CH2:8][C:6]=2[N:7]=1.CCN(CC)CC.[C:35](Cl)(=[O:39])[CH:36]([CH3:38])[CH3:37], predict the reaction product. The product is: [Cl:27][C:16]1[C:17]([C:19]2[C:24]([CH3:25])=[CH:23][C:22]([CH3:26])=[CH:21][N:20]=2)=[CH:18][C:13]([N:10]2[CH2:9][CH2:8][C:6]3[N:7]=[C:2]([NH:1][C:35](=[O:39])[CH:36]([CH3:38])[CH3:37])[N:3]=[CH:4][C:5]=3[C:11]2=[O:12])=[N:14][CH:15]=1.